This data is from Full USPTO retrosynthesis dataset with 1.9M reactions from patents (1976-2016). The task is: Predict the reactants needed to synthesize the given product. (1) Given the product [Cl:34][C:28]1[CH:29]=[C:30]([F:33])[CH:31]=[CH:32][C:27]=1[C@@H:18]1[N:19]=[C:20]([C:22]2[S:23][CH:24]=[CH:25][N:26]=2)[NH:21][C:16]([CH2:15][N:6]2[CH2:7][C:3]([F:2])([F:13])[CH2:4][C@@H:5]2[CH2:8][CH2:9][C:10]([OH:12])=[O:11])=[C:17]1[C:35]([O:37][CH3:38])=[O:36], predict the reactants needed to synthesize it. The reactants are: Cl.[F:2][C:3]1([F:13])[CH2:7][NH:6][C@@H:5]([CH2:8][CH2:9][C:10]([OH:12])=[O:11])[CH2:4]1.Br[CH2:15][C:16]1[NH:21][C:20]([C:22]2[S:23][CH:24]=[CH:25][N:26]=2)=[N:19][C@@H:18]([C:27]2[CH:32]=[CH:31][C:30]([F:33])=[CH:29][C:28]=2[Cl:34])[C:17]=1[C:35]([O:37][CH3:38])=[O:36].C(=O)([O-])[O-].[K+].[K+]. (2) Given the product [OH:1][CH:2]1[CH2:6][CH2:5][CH2:4][CH:3]1[C:7]([O:9][CH2:10][CH3:11])=[O:8], predict the reactants needed to synthesize it. The reactants are: [O:1]=[C:2]1[CH2:6][CH2:5][CH2:4][CH:3]1[C:7]([O:9][CH2:10][CH3:11])=[O:8].[BH4-].[Na+].O.